From a dataset of Catalyst prediction with 721,799 reactions and 888 catalyst types from USPTO. Predict which catalyst facilitates the given reaction. (1) The catalyst class is: 23. Product: [O:30]1[C:31]2[CH:36]=[CH:35][CH:34]=[CH:33][C:32]=2[N:42]=[C:29]1[O:2][C:3]1[CH:4]=[CH:5][C:6]([O:7][CH2:8][CH2:9][CH2:10][N:11]2[CH2:12][CH2:13][C:14]([C:18]3[CH:23]=[CH:22][CH:21]=[CH:20][CH:19]=3)([OH:17])[CH2:15][CH2:16]2)=[CH:24][CH:25]=1. Reactant: Br.[OH:2][C:3]1[CH:25]=[CH:24][C:6]([O:7][CH2:8][CH2:9][CH2:10][N:11]2[CH2:16][CH2:15][C:14]([C:18]3[CH:23]=[CH:22][CH:21]=[CH:20][CH:19]=3)([OH:17])[CH2:13][CH2:12]2)=[CH:5][CH:4]=1.BrCC[CH2:29][O:30][C:31]1[CH:36]=[CH:35][CH:34]=[CH:33][C:32]=1O.OC1(C2C=CC=CC=2)CC[NH:42]CC1. (2) Reactant: [Cl:1][C:2]1[CH:9]=[C:8]([Cl:10])[CH:7]=[CH:6][C:3]=1[CH:4]=[O:5].[Cl:11][C:12]1[CH:17]=[CH:16][C:15]([Mg]Br)=[CH:14][CH:13]=1. Product: [Cl:1][C:2]1[CH:9]=[C:8]([Cl:10])[CH:7]=[CH:6][C:3]=1[CH:4]([OH:5])[C:15]1[CH:16]=[CH:17][C:12]([Cl:11])=[CH:13][CH:14]=1. The catalyst class is: 27.